From a dataset of Forward reaction prediction with 1.9M reactions from USPTO patents (1976-2016). Predict the product of the given reaction. Given the reactants [F:1][C:2]([F:7])([F:6])[C:3]([OH:5])=[O:4].[NH2:8][CH2:9][CH2:10][O:11][C:12]1[C:17]2[CH:18]=[CH:19][CH:20]=[CH:21][C:16]=2[O:15][C:14](=[O:22])[CH:13]=1.C(N(C(C)C)CC)(C)C.C(OC([NH:39][C:40](N1C=CC=N1)=[N:41]C(OC(C)(C)C)=O)=O)(C)(C)C, predict the reaction product. The product is: [F:1][C:2]([F:7])([F:6])[C:3]([OH:5])=[O:4].[O:22]=[C:14]1[CH:13]=[C:12]([O:11][CH2:10][CH2:9][NH:8][C:40]([NH2:41])=[NH:39])[C:17]2[CH:18]=[CH:19][CH:20]=[CH:21][C:16]=2[O:15]1.